Dataset: Forward reaction prediction with 1.9M reactions from USPTO patents (1976-2016). Task: Predict the product of the given reaction. (1) Given the reactants [CH3:1][O:2][C:3](=[O:23])[CH:4]([NH:8][S:9]([C:12]1[CH:17]=[CH:16][C:15]([O:18][CH2:19][C:20]#[C:21][CH3:22])=[CH:14][CH:13]=1)(=[O:11])=[O:10])[CH:5]([CH3:7])[CH3:6].Br[CH2:25][CH2:26][CH2:27][Cl:28], predict the reaction product. The product is: [CH3:1][O:2][C:3](=[O:23])[CH:4]([N:8]([S:9]([C:12]1[CH:13]=[CH:14][C:15]([O:18][CH2:19][C:20]#[C:21][CH3:22])=[CH:16][CH:17]=1)(=[O:11])=[O:10])[CH2:25][CH2:26][CH2:27][Cl:28])[CH:5]([CH3:7])[CH3:6]. (2) Given the reactants [CH:1]1([N:5]([CH2:20][CH2:21][CH2:22][C:23]2[C:31]3[C:26](=[CH:27][CH:28]=[C:29]([F:32])[CH:30]=3)[NH:25][CH:24]=2)[CH:6]2[CH2:15][C:14]3[C:13]([C:16](O)=[O:17])=[CH:12][CH:11]=[C:10]([F:19])[C:9]=3[O:8][CH2:7]2)[CH2:4][CH2:3][CH2:2]1.Cl.[CH3:34][N:35](C)CCCN=C=NCC.O.ON1C2C=CC=CC=2N=N1.CN, predict the reaction product. The product is: [CH:1]1([N:5]([CH2:20][CH2:21][CH2:22][C:23]2[C:31]3[C:26](=[CH:27][CH:28]=[C:29]([F:32])[CH:30]=3)[NH:25][CH:24]=2)[CH:6]2[CH2:15][C:14]3[C:13]([C:16]([NH:35][CH3:34])=[O:17])=[CH:12][CH:11]=[C:10]([F:19])[C:9]=3[O:8][CH2:7]2)[CH2:4][CH2:3][CH2:2]1. (3) The product is: [F:1][C:2]1[CH:3]=[C:4]([CH:9]=[CH:10][C:11]=1[C:12]1[CH:13]=[N:14][C:15]([O:18][CH2:19][CH:20]2[CH2:25][CH2:24][N:23]([CH2:26][C:27]3([C:31]([F:32])([F:33])[F:34])[CH2:28][CH2:29][CH2:30]3)[CH2:22][CH2:21]2)=[CH:16][CH:17]=1)[C:5]([OH:7])=[O:6]. Given the reactants [F:1][C:2]1[CH:3]=[C:4]([CH:9]=[CH:10][C:11]=1[C:12]1[CH:13]=[N:14][C:15]([O:18][CH2:19][CH:20]2[CH2:25][CH2:24][N:23]([CH2:26][C:27]3([C:31]([F:34])([F:33])[F:32])[CH2:30][CH2:29][CH2:28]3)[CH2:22][CH2:21]2)=[CH:16][CH:17]=1)[C:5]([O:7]C)=[O:6].O[Li].O, predict the reaction product. (4) Given the reactants [CH3:1][O:2][C:3](=[O:15])[C:4]1[CH:9]=[CH:8][C:7]([CH:10]=[O:11])=[C:6]([N+:12]([O-:14])=[O:13])[CH:5]=1.C1(C)C=CC(S([CH2:25][N+:26]#[C-:27])(=O)=O)=CC=1.C(=O)([O-])[O-].[K+].[K+], predict the reaction product. The product is: [CH3:1][O:2][C:3](=[O:15])[C:4]1[CH:9]=[CH:8][C:7]([C:10]2[O:11][CH:27]=[N:26][CH:25]=2)=[C:6]([N+:12]([O-:14])=[O:13])[CH:5]=1.